Dataset: Catalyst prediction with 721,799 reactions and 888 catalyst types from USPTO. Task: Predict which catalyst facilitates the given reaction. (1) Reactant: [Br:1]N1C(=O)CCC1=O.[C:9]([O:12][C:13]1[CH:30]=[CH:29][C:28]([Br:31])=[CH:27][C:14]=1[C:15]([NH:17][C:18]1[S:19][CH:20]=[C:21]([C:23]([CH3:26])([CH3:25])[CH3:24])[N:22]=1)=[O:16])(=[O:11])[CH3:10]. Product: [C:9]([O:12][C:13]1[CH:30]=[CH:29][C:28]([Br:31])=[CH:27][C:14]=1[C:15]([NH:17][C:18]1[S:19][C:20]([Br:1])=[C:21]([C:23]([CH3:26])([CH3:25])[CH3:24])[N:22]=1)=[O:16])(=[O:11])[CH3:10]. The catalyst class is: 10. (2) Product: [OH:21][CH2:20][CH2:19][CH2:18][CH2:17][CH:13]1[CH2:14][CH2:15][CH2:16][N:11]([C:9]([O:8][CH2:7][C:1]2[CH:6]=[CH:5][CH:4]=[CH:3][CH:2]=2)=[O:10])[CH2:12]1. Reactant: [C:1]1([CH2:7][O:8][C:9]([N:11]2[CH2:16][CH2:15][CH2:14][CH:13]([CH2:17][CH2:18][CH2:19][C:20](O)=[O:21])[CH2:12]2)=[O:10])[CH:6]=[CH:5][CH:4]=[CH:3][CH:2]=1. The catalyst class is: 1. (3) Reactant: [Cl:1][C:2]1[CH:3]=[CH:4][C:5]([N:11]2[CH:15]=[N:14][N:13]=[N:12]2)=[C:6]([CH:10]=1)[C:7]([OH:9])=O.C1CN([P+](ON2N=NC3C=CC=CC2=3)(N2CCCC2)N2CCCC2)CC1.F[P-](F)(F)(F)(F)F.Cl.[CH3:50][NH:51][O:52][CH3:53].C(N(CC)C(C)C)(C)C. Product: [Cl:1][C:2]1[CH:3]=[CH:4][C:5]([N:11]2[CH:15]=[N:14][N:13]=[N:12]2)=[C:6]([CH:10]=1)[C:7]([N:51]([O:52][CH3:53])[CH3:50])=[O:9]. The catalyst class is: 2. (4) Reactant: [CH3:1][C:2]1([CH2:8][O:9]S(C(F)(F)F)(=O)=O)[CH2:7][CH2:6][CH2:5][CH2:4][CH2:3]1.O[C:18]1[CH:19]=[C:20]([CH:23]=[CH:24][CH:25]=1)[CH:21]=[O:22].O. Product: [CH3:1][C:2]1([CH2:8][O:9][C:18]2[CH:19]=[C:20]([CH:23]=[CH:24][CH:25]=2)[CH:21]=[O:22])[CH2:7][CH2:6][CH2:5][CH2:4][CH2:3]1. The catalyst class is: 3. (5) Reactant: Cl.[Cl:2][C:3]1[C:4]2[NH:11][C:10]([C:12]3[CH:22]=[CH:21][C:15]([C:16]([O:18]CC)=[O:17])=[CH:14][CH:13]=3)=[CH:9][C:5]=2[N:6]=[CH:7][N:8]=1.[CH3:23][C:24]1[CH:25]=[C:26]([CH:28]=[CH:29][C:30]=1[O:31][C:32]1[CH:33]=[N:34][C:35]([CH3:38])=[CH:36][CH:37]=1)[NH2:27].C(N(C(C)C)CC)(C)C.CN1CCCC1=O. Product: [ClH:2].[CH3:23][C:24]1[CH:25]=[C:26]([NH:27][C:3]2[C:4]3[NH:11][C:10]([C:12]4[CH:13]=[CH:14][C:15]([C:16]([OH:18])=[O:17])=[CH:21][CH:22]=4)=[CH:9][C:5]=3[N:6]=[CH:7][N:8]=2)[CH:28]=[CH:29][C:30]=1[O:31][C:32]1[CH:33]=[N:34][C:35]([CH3:38])=[CH:36][CH:37]=1. The catalyst class is: 84. (6) Reactant: F[P-](F)(F)(F)(F)F.CN(C(=[N+](C)C)ON1C2=NC=CC=C2N=N1)C.C(N(C(C)C)CC)(C)C.[F:34][C:35]([F:41])([F:40])[CH2:36][C:37](O)=[O:38].[NH:42]1[CH2:47][CH2:46][CH2:45][C@@H:44]([NH:48][C:49]2[CH:54]=[CH:53][N:52]=[C:51]([C:55]3[N:59]4[CH:60]=[C:61]([C:64]#[N:65])[CH:62]=[CH:63][C:58]4=[N:57][CH:56]=3)[N:50]=2)[CH2:43]1. Product: [F:34][C:35]([F:41])([F:40])[CH2:36][C:37]([N:42]1[CH2:47][CH2:46][CH2:45][C@@H:44]([NH:48][C:49]2[CH:54]=[CH:53][N:52]=[C:51]([C:55]3[N:59]4[CH:60]=[C:61]([C:64]#[N:65])[CH:62]=[CH:63][C:58]4=[N:57][CH:56]=3)[N:50]=2)[CH2:43]1)=[O:38]. The catalyst class is: 3. (7) Reactant: [CH:1]1([N:6]2[C:11]3[N:12]=[C:13](S(C)=O)[N:14]=[CH:15][C:10]=3[CH:9]=[C:8]([O:19][CH2:20][CH2:21][O:22][CH2:23][CH3:24])[C:7]2=[O:25])[CH2:5][CH2:4][CH2:3][CH2:2]1.[C:26]([O:30][C:31]([N:33]1[CH2:38][CH2:37][N:36]([C:39]2[CH:40]=[N:41][C:42]([NH2:45])=[CH:43][CH:44]=2)[CH2:35][CH2:34]1)=[O:32])([CH3:29])([CH3:28])[CH3:27]. Product: [C:26]([O:30][C:31]([N:33]1[CH2:38][CH2:37][N:36]([C:39]2[CH:40]=[N:41][C:42]([NH:45][C:13]3[N:14]=[CH:15][C:10]4[CH:9]=[C:8]([O:19][CH2:20][CH2:21][O:22][CH2:23][CH3:24])[C:7](=[O:25])[N:6]([CH:1]5[CH2:5][CH2:4][CH2:3][CH2:2]5)[C:11]=4[N:12]=3)=[CH:43][CH:44]=2)[CH2:35][CH2:34]1)=[O:32])([CH3:29])([CH3:27])[CH3:28]. The catalyst class is: 308. (8) Reactant: [CH2:1]([C:3]1[C:8](B2OC(C)(C)C(C)(C)O2)=[CH:7][CH:6]=[CH:5][C:4]=1[CH:18]1[CH2:23][CH2:22][NH:21][CH2:20][CH2:19]1)[CH3:2].Br[C:25]1[CH:26]=[N:27][C:28]([C:31]2[CH:36]=[CH:35][C:34]([O:37][CH:38]([CH3:40])[CH3:39])=[C:33]([Cl:41])[CH:32]=2)=[N:29][CH:30]=1.C(=O)([O-])[O-].[Cs+].[Cs+]. Product: [Cl:41][C:33]1[CH:32]=[C:31]([C:28]2[N:27]=[CH:26][C:25]([C:8]3[CH:7]=[CH:6][CH:5]=[C:4]([CH:18]4[CH2:19][CH2:20][NH:21][CH2:22][CH2:23]4)[C:3]=3[CH2:1][CH3:2])=[CH:30][N:29]=2)[CH:36]=[CH:35][C:34]=1[O:37][CH:38]([CH3:40])[CH3:39]. The catalyst class is: 108. (9) Reactant: [CH3:1][C:2]1([CH3:16])[C:6]([CH3:8])([CH3:7])[O:5][B:4]([C:9]2[CH:15]=[CH:14][C:12]([NH2:13])=[CH:11][CH:10]=2)[O:3]1.[F:17][C:18]1[CH:23]=[CH:22][CH:21]=[C:20]([N:24]=[C:25]=[O:26])[CH:19]=1. Product: [F:17][C:18]1[CH:19]=[C:20]([NH:24][C:25]([NH:13][C:12]2[CH:14]=[CH:15][C:9]([B:4]3[O:3][C:2]([CH3:16])([CH3:1])[C:6]([CH3:7])([CH3:8])[O:5]3)=[CH:10][CH:11]=2)=[O:26])[CH:21]=[CH:22][CH:23]=1. The catalyst class is: 2.